Dataset: Full USPTO retrosynthesis dataset with 1.9M reactions from patents (1976-2016). Task: Predict the reactants needed to synthesize the given product. (1) Given the product [C:1]([C:5]1[CH:6]=[C:7]([NH:11][C:12]([C:13]2[CH:14]=[CH:15][C:16]([CH:19]3[CH2:24][CH2:23][N:22]([C:27]4[CH:35]=[CH:34][C:30]([C:31]([OH:33])=[O:32])=[C:29]([Cl:36])[CH:28]=4)[CH2:21][CH2:20]3)=[CH:17][CH:18]=2)=[O:25])[CH:8]=[CH:9][CH:10]=1)([CH3:4])([CH3:2])[CH3:3], predict the reactants needed to synthesize it. The reactants are: [C:1]([C:5]1[CH:6]=[C:7]([NH:11][C:12](=[O:25])[C:13]2[CH:18]=[CH:17][C:16]([CH:19]3[CH2:24][CH2:23][NH:22][CH2:21][CH2:20]3)=[CH:15][CH:14]=2)[CH:8]=[CH:9][CH:10]=1)([CH3:4])([CH3:3])[CH3:2].Br[C:27]1[CH:35]=[CH:34][C:30]([C:31]([OH:33])=[O:32])=[C:29]([Cl:36])[CH:28]=1.C(C1C=C(NC(C2C=CC(N3CCN(C4C=CC(C(O)=O)=CC=4)CC3)=C(F)C=2)=O)C=CC=1)(C)(C)C. (2) Given the product [F:1][C:2]1[CH:7]=[C:6]([C:8]2[CH:13]=[CH:12][N:11]=[C:10]3[NH:14][C:15]([C:17]4[CH:18]=[N:19][N:20]([CH3:22])[CH:21]=4)=[N:16][C:9]=23)[CH:5]=[CH:4][C:3]=1[CH2:23][NH:24][C:34]([C:32]1[O:31][N:30]=[C:29]([C:26]2([CH3:25])[CH2:27][CH2:28]2)[N:33]=1)=[O:35], predict the reactants needed to synthesize it. The reactants are: [F:1][C:2]1[CH:7]=[C:6]([C:8]2[CH:13]=[CH:12][N:11]=[C:10]3[NH:14][C:15]([C:17]4[CH:18]=[N:19][N:20]([CH3:22])[CH:21]=4)=[N:16][C:9]=23)[CH:5]=[CH:4][C:3]=1[CH2:23][NH2:24].[CH3:25][C:26]1([C:29]2[N:33]=[C:32]([C:34](OC)=[O:35])[O:31][N:30]=2)[CH2:28][CH2:27]1. (3) Given the product [CH3:36][N:33]1[CH2:34][CH2:35][N:30]([C:4]2[CH:5]=[C:6]([C:8]3[CH:17]=[C:12]4[C:11]([CH2:16][CH2:15][N:14]([C:18]([N:46]5[CH2:47][CH2:48][CH:43]([C:37]6[CH:42]=[CH:41][CH:40]=[CH:39][CH:38]=6)[CH2:44][CH2:45]5)=[O:19])[CH2:13]4)=[CH:10][CH:9]=3)[N:7]=[C:2]([NH2:1])[N:3]=2)[CH2:31][CH2:32]1, predict the reactants needed to synthesize it. The reactants are: [NH2:1][C:2]1[N:7]=[C:6]([C:8]2[CH:17]=[C:16]3[C:11]([CH2:12][CH2:13][N:14]([C:18](OC4C=CC([N+]([O-])=O)=CC=4)=[O:19])[CH2:15]3)=[CH:10][CH:9]=2)[CH:5]=[C:4]([N:30]2[CH2:35][CH2:34][N:33]([CH3:36])[CH2:32][CH2:31]2)[N:3]=1.[C:37]1([CH:43]2[CH2:48][CH2:47][NH:46][CH2:45][CH2:44]2)[CH:42]=[CH:41][CH:40]=[CH:39][CH:38]=1.C(N(CC)C(C)C)(C)C. (4) Given the product [CH3:24][C@H:19]1[CH2:20][CH2:21][CH2:22][CH2:23][N:18]1[C:9]1[CH:10]=[CH:11][C:12]([C:14]([F:16])([F:15])[F:17])=[CH:13][C:8]=1[NH2:5], predict the reactants needed to synthesize it. The reactants are: Cl.[Sn](Cl)Cl.[N+:5]([C:8]1[CH:13]=[C:12]([C:14]([F:17])([F:16])[F:15])[CH:11]=[CH:10][C:9]=1[N:18]1[CH2:23][CH2:22][CH2:21][CH2:20][C@@H:19]1[CH3:24])([O-])=O.C(=O)([O-])O.[Na+]. (5) Given the product [F:13][C:14]1[CH:21]=[CH:20][C:17]([CH2:18][NH:19][C:2]2[C:11]3[C:6](=[CH:7][CH:8]=[CH:9][CH:10]=3)[N:5]=[C:4]([CH3:12])[CH:3]=2)=[CH:16][CH:15]=1, predict the reactants needed to synthesize it. The reactants are: Cl[C:2]1[C:11]2[C:6](=[CH:7][CH:8]=[CH:9][CH:10]=2)[N:5]=[C:4]([CH3:12])[CH:3]=1.[F:13][C:14]1[CH:21]=[CH:20][C:17]([CH2:18][NH2:19])=[CH:16][CH:15]=1. (6) Given the product [CH2:23]([NH:24][S:13]([C:12]1[CH:11]=[CH:10][C:4]([C:5]([O:7][CH2:8][CH3:9])=[O:6])=[CH:3][C:2]=1[Cl:1])(=[O:15])=[O:14])[C:17]1[CH:22]=[CH:21][CH:20]=[CH:19][CH:18]=1, predict the reactants needed to synthesize it. The reactants are: [Cl:1][C:2]1[CH:3]=[C:4]([CH:10]=[CH:11][C:12]=1[S:13](Cl)(=[O:15])=[O:14])[C:5]([O:7][CH2:8][CH3:9])=[O:6].[C:17]1([CH2:23][NH2:24])[CH:22]=[CH:21][CH:20]=[CH:19][CH:18]=1. (7) Given the product [F:3][C:4]1[CH:5]=[CH:6][C:7]2[N:8]([C:10]([C:13]3[N:18]=[C:17]([NH:19][C@@H:20]4[CH2:25][CH2:24][CH2:23][N:22]([C:26]([CH3:37])([CH3:38])[C:27]([NH2:2])=[O:29])[CH2:21]4)[CH:16]=[CH:15][N:14]=3)=[CH:11][N:12]=2)[CH:9]=1, predict the reactants needed to synthesize it. The reactants are: [OH-].[NH4+:2].[F:3][C:4]1[CH:5]=[CH:6][C:7]2[N:8]([C:10]([C:13]3[N:18]=[C:17]([NH:19][C@@H:20]4[CH2:25][CH2:24][CH2:23][N:22]([C:26]([CH3:38])([CH3:37])[C:27]([O:29]N5C(=O)CCC5=O)=O)[CH2:21]4)[CH:16]=[CH:15][N:14]=3)=[CH:11][N:12]=2)[CH:9]=1.Cl.